This data is from NCI-60 drug combinations with 297,098 pairs across 59 cell lines. The task is: Regression. Given two drug SMILES strings and cell line genomic features, predict the synergy score measuring deviation from expected non-interaction effect. (1) Drug 1: C1=NC(=NC(=O)N1C2C(C(C(O2)CO)O)O)N. Drug 2: C(CN)CNCCSP(=O)(O)O. Cell line: HT29. Synergy scores: CSS=30.5, Synergy_ZIP=-10.4, Synergy_Bliss=-4.20, Synergy_Loewe=-60.4, Synergy_HSA=-6.27. (2) Cell line: MALME-3M. Drug 1: CC1=C2C(C(=O)C3(C(CC4C(C3C(C(C2(C)C)(CC1OC(=O)C(C(C5=CC=CC=C5)NC(=O)C6=CC=CC=C6)O)O)OC(=O)C7=CC=CC=C7)(CO4)OC(=O)C)O)C)OC(=O)C. Drug 2: C(CC(=O)O)C(=O)CN.Cl. Synergy scores: CSS=35.2, Synergy_ZIP=-10.7, Synergy_Bliss=-3.75, Synergy_Loewe=-27.1, Synergy_HSA=-0.549. (3) Drug 1: CC1=CC2C(CCC3(C2CCC3(C(=O)C)OC(=O)C)C)C4(C1=CC(=O)CC4)C. Drug 2: CC1=CC=C(C=C1)C2=CC(=NN2C3=CC=C(C=C3)S(=O)(=O)N)C(F)(F)F. Cell line: HOP-62. Synergy scores: CSS=-6.69, Synergy_ZIP=2.10, Synergy_Bliss=-2.10, Synergy_Loewe=-8.79, Synergy_HSA=-7.87. (4) Drug 1: CCC(=C(C1=CC=CC=C1)C2=CC=C(C=C2)OCCN(C)C)C3=CC=CC=C3.C(C(=O)O)C(CC(=O)O)(C(=O)O)O. Drug 2: C1C(C(OC1N2C=NC3=C2NC=NCC3O)CO)O. Cell line: COLO 205. Synergy scores: CSS=29.5, Synergy_ZIP=-5.88, Synergy_Bliss=-5.38, Synergy_Loewe=-6.59, Synergy_HSA=-4.29. (5) Drug 1: CC1=CC2C(CCC3(C2CCC3(C(=O)C)OC(=O)C)C)C4(C1=CC(=O)CC4)C. Drug 2: C1C(C(OC1N2C=NC(=NC2=O)N)CO)O. Cell line: HCT-15. Synergy scores: CSS=12.6, Synergy_ZIP=-2.91, Synergy_Bliss=3.90, Synergy_Loewe=-7.11, Synergy_HSA=2.51. (6) Drug 1: CC1=C(N=C(N=C1N)C(CC(=O)N)NCC(C(=O)N)N)C(=O)NC(C(C2=CN=CN2)OC3C(C(C(C(O3)CO)O)O)OC4C(C(C(C(O4)CO)O)OC(=O)N)O)C(=O)NC(C)C(C(C)C(=O)NC(C(C)O)C(=O)NCCC5=NC(=CS5)C6=NC(=CS6)C(=O)NCCC[S+](C)C)O. Drug 2: CCC1(C2=C(COC1=O)C(=O)N3CC4=CC5=C(C=CC(=C5CN(C)C)O)N=C4C3=C2)O.Cl. Cell line: MOLT-4. Synergy scores: CSS=96.0, Synergy_ZIP=2.73, Synergy_Bliss=2.78, Synergy_Loewe=1.68, Synergy_HSA=3.89.